This data is from NCI-60 drug combinations with 297,098 pairs across 59 cell lines. The task is: Regression. Given two drug SMILES strings and cell line genomic features, predict the synergy score measuring deviation from expected non-interaction effect. (1) Drug 1: CC(C)CN1C=NC2=C1C3=CC=CC=C3N=C2N. Drug 2: C1C(C(OC1N2C=NC(=NC2=O)N)CO)O. Cell line: HCC-2998. Synergy scores: CSS=1.69, Synergy_ZIP=3.56, Synergy_Bliss=1.41, Synergy_Loewe=-6.56, Synergy_HSA=-3.88. (2) Drug 1: CC(C1=C(C=CC(=C1Cl)F)Cl)OC2=C(N=CC(=C2)C3=CN(N=C3)C4CCNCC4)N. Drug 2: C1=C(C(=O)NC(=O)N1)F. Cell line: ACHN. Synergy scores: CSS=45.7, Synergy_ZIP=-0.380, Synergy_Bliss=0.944, Synergy_Loewe=1.25, Synergy_HSA=2.23. (3) Drug 1: CC(C1=C(C=CC(=C1Cl)F)Cl)OC2=C(N=CC(=C2)C3=CN(N=C3)C4CCNCC4)N. Drug 2: C1=C(C(=O)NC(=O)N1)F. Cell line: HOP-62. Synergy scores: CSS=33.8, Synergy_ZIP=0.704, Synergy_Bliss=-2.43, Synergy_Loewe=-3.43, Synergy_HSA=-3.44. (4) Drug 1: C1C(C(OC1N2C=NC3=C(N=C(N=C32)Cl)N)CO)O. Drug 2: CC12CCC3C(C1CCC2OP(=O)(O)O)CCC4=C3C=CC(=C4)OC(=O)N(CCCl)CCCl.[Na+]. Cell line: UACC62. Synergy scores: CSS=71.8, Synergy_ZIP=-7.80, Synergy_Bliss=-5.39, Synergy_Loewe=-11.8, Synergy_HSA=-3.97. (5) Drug 1: C1=C(C(=O)NC(=O)N1)F. Drug 2: CC(C)NC(=O)C1=CC=C(C=C1)CNNC.Cl. Cell line: NCI-H322M. Synergy scores: CSS=40.2, Synergy_ZIP=8.67, Synergy_Bliss=6.23, Synergy_Loewe=0.292, Synergy_HSA=4.96. (6) Drug 1: CS(=O)(=O)C1=CC(=C(C=C1)C(=O)NC2=CC(=C(C=C2)Cl)C3=CC=CC=N3)Cl. Drug 2: CC(C)NC(=O)C1=CC=C(C=C1)CNNC.Cl. Cell line: RXF 393. Synergy scores: CSS=13.0, Synergy_ZIP=-1.88, Synergy_Bliss=1.65, Synergy_Loewe=-3.74, Synergy_HSA=0.232. (7) Drug 1: C1=CC(=CC=C1CCCC(=O)O)N(CCCl)CCCl. Drug 2: C1CC(C1)(C(=O)O)C(=O)O.[NH2-].[NH2-].[Pt+2]. Cell line: SK-MEL-2. Synergy scores: CSS=17.8, Synergy_ZIP=-7.77, Synergy_Bliss=-2.40, Synergy_Loewe=-3.28, Synergy_HSA=-1.12. (8) Drug 1: CC1C(C(=O)NC(C(=O)N2CCCC2C(=O)N(CC(=O)N(C(C(=O)O1)C(C)C)C)C)C(C)C)NC(=O)C3=C4C(=C(C=C3)C)OC5=C(C(=O)C(=C(C5=N4)C(=O)NC6C(OC(=O)C(N(C(=O)CN(C(=O)C7CCCN7C(=O)C(NC6=O)C(C)C)C)C)C(C)C)C)N)C. Drug 2: C(=O)(N)NO. Cell line: BT-549. Synergy scores: CSS=12.3, Synergy_ZIP=-3.28, Synergy_Bliss=-0.796, Synergy_Loewe=-89.0, Synergy_HSA=-1.57. (9) Drug 1: CCCS(=O)(=O)NC1=C(C(=C(C=C1)F)C(=O)C2=CNC3=C2C=C(C=N3)C4=CC=C(C=C4)Cl)F. Drug 2: C1=NC2=C(N1)C(=S)N=CN2. Cell line: SR. Synergy scores: CSS=5.69, Synergy_ZIP=-19.2, Synergy_Bliss=-35.4, Synergy_Loewe=-52.2, Synergy_HSA=-33.9. (10) Drug 2: C1=CN(C=N1)CC(O)(P(=O)(O)O)P(=O)(O)O. Synergy scores: CSS=2.70, Synergy_ZIP=-2.70, Synergy_Bliss=-3.62, Synergy_Loewe=-2.29, Synergy_HSA=-2.19. Drug 1: C1=CC(=CC=C1CCC2=CNC3=C2C(=O)NC(=N3)N)C(=O)NC(CCC(=O)O)C(=O)O. Cell line: T-47D.